Task: Predict which catalyst facilitates the given reaction.. Dataset: Catalyst prediction with 721,799 reactions and 888 catalyst types from USPTO (1) Reactant: Cl[C:2]1[N:7]=[C:6]([N:8]2[CH2:13][CH2:12][N:11]([C:14]([O:16][C:17]([CH3:20])([CH3:19])[CH3:18])=[O:15])[CH2:10][CH2:9]2)[CH:5]=[N:4][CH:3]=1.[F:21][C:22]1[CH:27]=[C:26]([F:28])[CH:25]=[CH:24][C:23]=1B(O)O.C(=O)([O-])[O-].[Na+].[Na+].C1(C)C=CC=CC=1. Product: [F:21][C:22]1[CH:27]=[C:26]([F:28])[CH:25]=[CH:24][C:23]=1[C:2]1[N:7]=[C:6]([N:8]2[CH2:13][CH2:12][N:11]([C:14]([O:16][C:17]([CH3:20])([CH3:19])[CH3:18])=[O:15])[CH2:10][CH2:9]2)[CH:5]=[N:4][CH:3]=1. The catalyst class is: 6. (2) Reactant: [Cl:1][C:2]1[CH:3]=[CH:4][C:5]([C@@:8]([NH:30][C:31](=[O:41])[NH:32][CH:33]([C:37]([F:40])([F:39])[F:38])[C:34]([NH2:36])=O)([C:16]2[CH:21]=[C:20]([O:22][C:23]([F:28])([F:27])[CH:24]([F:26])[F:25])[CH:19]=[C:18]([F:29])[CH:17]=2)[CH2:9][C:10]2[CH:15]=[CH:14][CH:13]=[CH:12][CH:11]=2)=[N:6][CH:7]=1.CS(C)=O.[Cl-].CCN(CC)CC. Product: [Cl:1][C:2]1[CH:3]=[CH:4][C:5]([C@@:8]([NH:30][C:31]([NH:32][CH:33]([C:34]#[N:36])[C:37]([F:39])([F:38])[F:40])=[O:41])([C:16]2[CH:21]=[C:20]([O:22][C:23]([F:28])([F:27])[CH:24]([F:25])[F:26])[CH:19]=[C:18]([F:29])[CH:17]=2)[CH2:9][C:10]2[CH:11]=[CH:12][CH:13]=[CH:14][CH:15]=2)=[N:6][CH:7]=1. The catalyst class is: 34. (3) Reactant: [CH3:1][NH:2][CH3:3].[H-].[Na+].Cl[S:7]([CH:10]1[CH2:15][CH2:14][N:13]([C:16]([O:18][CH2:19][C:20]2[CH:25]=[CH:24][CH:23]=[CH:22][CH:21]=2)=[O:17])[CH2:12][CH2:11]1)(=[O:9])=[O:8].O. Product: [CH3:1][N:2]([CH3:3])[S:7]([CH:10]1[CH2:11][CH2:12][N:13]([C:16]([O:18][CH2:19][C:20]2[CH:25]=[CH:24][CH:23]=[CH:22][CH:21]=2)=[O:17])[CH2:14][CH2:15]1)(=[O:8])=[O:9]. The catalyst class is: 9.